Dataset: Full USPTO retrosynthesis dataset with 1.9M reactions from patents (1976-2016). Task: Predict the reactants needed to synthesize the given product. (1) Given the product [NH2:1][C:2]1[C:11]([F:12])=[C:10]([F:13])[CH:9]=[C:8]2[C:3]=1[C:4](=[O:25])[C:5]([C:20]([OH:22])=[O:21])=[CH:6][N:7]2[CH:14]1[CH2:15][CH2:16][O:17][CH2:18][CH2:19]1, predict the reactants needed to synthesize it. The reactants are: [NH2:1][C:2]1[C:11]([F:12])=[C:10]([F:13])[CH:9]=[C:8]2[C:3]=1[C:4](=[O:25])[C:5]([C:20]([O:22]CC)=[O:21])=[CH:6][N:7]2[CH:14]1[CH2:19][CH2:18][O:17][CH2:16][CH2:15]1. (2) The reactants are: [C:1](N1C=CN=C1)(N1C=CN=C1)=[O:2].[CH3:13][NH:14][CH2:15][C@H:16]([C:18]1[CH:23]=[N:22][CH:21]=[CH:20][N:19]=1)[OH:17]. Given the product [CH3:13][N:14]1[CH2:15][C@H:16]([C:18]2[CH:23]=[N:22][CH:21]=[CH:20][N:19]=2)[O:17][C:1]1=[O:2], predict the reactants needed to synthesize it.